From a dataset of Forward reaction prediction with 1.9M reactions from USPTO patents (1976-2016). Predict the product of the given reaction. (1) Given the reactants [N+:1]([C:4]1[CH:5]=[C:6]2[C:10](=[CH:11][CH:12]=1)[NH:9][N:8]=[C:7]2[NH:13][C:14](=[O:18])[CH2:15][CH2:16][CH3:17])([O-])=O.N, predict the reaction product. The product is: [NH2:1][C:4]1[CH:5]=[C:6]2[C:10](=[CH:11][CH:12]=1)[NH:9][N:8]=[C:7]2[NH:13][C:14](=[O:18])[CH2:15][CH2:16][CH3:17]. (2) The product is: [CH3:1][O:2][C:3]1[CH:14]=[CH:13][CH:6]2[C:7]([C:11]([C:19]3[CH:20]=[C:21]([O:25][CH3:26])[C:22]([O:23][CH3:24])=[C:17]([O:16][CH3:15])[CH:18]=3)=[O:12])=[C:8]([CH3:10])[O:9][CH:5]2[CH:4]=1. Given the reactants [CH3:1][O:2][C:3]1[CH:14]=[CH:13][C:6]2[C:7]([CH:11]=[O:12])=[C:8]([CH3:10])[O:9][C:5]=2[CH:4]=1.[CH3:15][O:16][C:17]1[CH:18]=[C:19](Br)[CH:20]=[C:21]([O:25][CH3:26])[C:22]=1[O:23][CH3:24], predict the reaction product.